Predict the reactants needed to synthesize the given product. From a dataset of Full USPTO retrosynthesis dataset with 1.9M reactions from patents (1976-2016). (1) Given the product [C:1]([O:5][C:6]([N:8]([CH2:25][CH:26]1[CH2:31][CH2:30][CH2:29][CH2:28][CH2:27]1)[C@@H:9]([CH2:13][CH2:14][C:15]1[N:19]([CH3:20])[C:18]2[CH:21]=[CH:22][CH:23]=[CH:24][C:17]=2[N:16]=1)[C:10]([NH:52][O:51][CH2:44][C:45]1[CH:50]=[CH:49][CH:48]=[CH:47][CH:46]=1)=[O:12])=[O:7])([CH3:2])([CH3:4])[CH3:3], predict the reactants needed to synthesize it. The reactants are: [C:1]([O:5][C:6]([N:8]([CH2:25][CH:26]1[CH2:31][CH2:30][CH2:29][CH2:28][CH2:27]1)[C@@H:9]([CH2:13][CH2:14][C:15]1[N:19]([CH3:20])[C:18]2[CH:21]=[CH:22][CH:23]=[CH:24][C:17]=2[N:16]=1)[C:10]([OH:12])=O)=[O:7])([CH3:4])([CH3:3])[CH3:2].CCN=C=NCCCN(C)C.Cl.[CH2:44]([O:51][NH2:52])[C:45]1[CH:50]=[CH:49][CH:48]=[CH:47][CH:46]=1. (2) Given the product [OH:1][CH2:2][C:3]([NH:6][C:7]([C:9]1[C:10]([C:22]2[S:26][C:25]3[CH:27]=[CH:28][C:29]([CH3:31])=[CH:30][C:24]=3[CH:23]=2)=[N:11][NH:12][CH:13]=1)=[O:8])([CH3:5])[CH3:4], predict the reactants needed to synthesize it. The reactants are: [OH:1][CH2:2][C:3]([NH:6][C:7]([C:9]1[C:10]([C:22]2[S:26][C:25]3[CH:27]=[CH:28][C:29]([CH3:31])=[CH:30][C:24]=3[CH:23]=2)=[N:11][N:12](COCC[Si](C)(C)C)[CH:13]=1)=[O:8])([CH3:5])[CH3:4].FC(F)(F)C(O)=O.CO.[OH-].[NH4+]. (3) The reactants are: [H-].[H-].[H-].[H-].[Li+].[Al+3].[CH2:7]([N:14]1[C:19](=O)[CH2:18][O:17][C@@H:16]2[CH2:21][CH2:22][C:23]([F:25])([F:24])[C@@H:15]12)[C:8]1[CH:13]=[CH:12][CH:11]=[CH:10][CH:9]=1.O. Given the product [CH2:7]([N:14]1[CH2:19][CH2:18][O:17][C@@H:16]2[CH2:21][CH2:22][C:23]([F:25])([F:24])[C@@H:15]12)[C:8]1[CH:9]=[CH:10][CH:11]=[CH:12][CH:13]=1, predict the reactants needed to synthesize it. (4) The reactants are: [NH2:1][C:2]1[N:3]=[C:4]([C:20]2[CH:21]=[C:22]([O:26][CH2:27][CH:28]3[CH2:30][N@@]3C(OC(C)(C)C)=O)[CH:23]=[N:24][CH:25]=2)[CH:5]=[C:6]2[C:11]=1[CH:10]=[N:9][C:8]1[CH:12]=[C:13]([O:18][CH3:19])[C:14]([O:16][CH3:17])=[CH:15][C:7]2=1.C(=O)(O)O.[C:42]1([NH:48][C:49]([NH2:51])=[NH:50])[CH:47]=[CH:46][CH:45]=[CH:44][CH:43]=1.C(N(C(C)C)CC)(C)C. Given the product [NH:48]([C:49]1[NH:51][C@H:28]([CH2:27][O:26][C:22]2[CH:21]=[C:20]([C:4]3[CH:5]=[C:6]4[C:11](=[C:2]([NH2:1])[N:3]=3)[CH:10]=[N:9][C:8]3[CH:12]=[C:13]([O:18][CH3:19])[C:14]([O:16][CH3:17])=[CH:15][C:7]4=3)[CH:25]=[N:24][CH:23]=2)[CH2:30][N:50]=1)[C:42]1[CH:47]=[CH:46][CH:45]=[CH:44][CH:43]=1, predict the reactants needed to synthesize it. (5) The reactants are: [Cl:1][C:2]1[CH:3]=[C:4]([CH:8]([CH3:11])[C:9]#[N:10])[CH:5]=[CH:6][CH:7]=1. Given the product [Cl:1][C:2]1[CH:3]=[C:4]([CH:8]([CH3:11])[CH2:9][NH2:10])[CH:5]=[CH:6][CH:7]=1, predict the reactants needed to synthesize it. (6) Given the product [NH2:1][C:4]1[C:12]2[S:11][N:10]=[CH:9][C:8]=2[C:7]([NH:13][C:14]([NH:16][CH2:17][C:18]2[CH:23]=[CH:22][C:21]([C:24]([F:26])([F:27])[F:25])=[CH:20][CH:19]=2)=[O:15])=[CH:6][CH:5]=1, predict the reactants needed to synthesize it. The reactants are: [N+:1]([C:4]1[C:12]2[S:11][N:10]=[CH:9][C:8]=2[C:7]([NH:13][C:14]([NH:16][CH2:17][C:18]2[CH:23]=[CH:22][C:21]([C:24]([F:27])([F:26])[F:25])=[CH:20][CH:19]=2)=[O:15])=[CH:6][CH:5]=1)([O-])=O.O.O.[Sn](Cl)Cl.[OH-].[Na+]. (7) Given the product [Cl:20][C:5]1[C:6]([C:7](=[O:8])[NH:9][CH2:10][CH2:11][CH2:12][N:13]2[CH2:17][CH2:16][O:15][C:14]2=[O:18])=[CH:19][C:2]([NH:1][C:80]([C:78]2[N:79]=[C:75]([CH:72]3[CH2:74][CH2:73]3)[O:76][CH:77]=2)=[O:81])=[C:3]([N:21]2[CH2:22][CH2:23][N:24]([C:27]3[CH:32]=[CH:31][CH:30]=[CH:29][C:28]=3[CH3:33])[CH2:25][CH2:26]2)[CH:4]=1, predict the reactants needed to synthesize it. The reactants are: [NH2:1][C:2]1[C:3]([N:21]2[CH2:26][CH2:25][N:24]([C:27]3[CH:32]=[CH:31][CH:30]=[CH:29][C:28]=3[CH3:33])[CH2:23][CH2:22]2)=[CH:4][C:5]([Cl:20])=[C:6]([CH:19]=1)[C:7]([NH:9][CH2:10][CH2:11][CH2:12][N:13]1[CH2:17][CH2:16][O:15][C:14]1=[O:18])=[O:8].CN(C)C=O.CN(C(ON1N=NC2C=CC=NC1=2)=[N+](C)C)C.F[P-](F)(F)(F)(F)F.C(N(CC)C(C)C)(C)C.[CH:72]1([C:75]2[O:76][CH:77]=[C:78]([C:80](O)=[O:81])[N:79]=2)[CH2:74][CH2:73]1. (8) Given the product [F:20][C:17]([F:18])([F:19])[C:14]1[CH:15]=[CH:16][C:10]2[O:9][CH:8]=[N:12][C:11]=2[CH:13]=1, predict the reactants needed to synthesize it. The reactants are: FC1C=NC=CC=1[C:8]1[O:9][C:10]2[CH:16]=[CH:15][C:14]([C:17]([F:20])([F:19])[F:18])=[CH:13][C:11]=2[N:12]=1.C(=O)([O-])[O-].[K+].[K+].FC(F)(C(F)(F)F)CO.